From a dataset of NCI-60 drug combinations with 297,098 pairs across 59 cell lines. Regression. Given two drug SMILES strings and cell line genomic features, predict the synergy score measuring deviation from expected non-interaction effect. (1) Drug 1: CC12CCC(CC1=CCC3C2CCC4(C3CC=C4C5=CN=CC=C5)C)O. Drug 2: CC1=C(C=C(C=C1)NC2=NC=CC(=N2)N(C)C3=CC4=NN(C(=C4C=C3)C)C)S(=O)(=O)N.Cl. Cell line: A549. Synergy scores: CSS=16.9, Synergy_ZIP=4.13, Synergy_Bliss=8.10, Synergy_Loewe=6.18, Synergy_HSA=7.10. (2) Drug 1: C1=CC(=C2C(=C1NCCNCCO)C(=O)C3=C(C=CC(=C3C2=O)O)O)NCCNCCO. Drug 2: CC1=C(C(=O)C2=C(C1=O)N3CC4C(C3(C2COC(=O)N)OC)N4)N. Cell line: PC-3. Synergy scores: CSS=29.9, Synergy_ZIP=-4.89, Synergy_Bliss=-3.48, Synergy_Loewe=2.65, Synergy_HSA=3.86. (3) Drug 1: CC(CN1CC(=O)NC(=O)C1)N2CC(=O)NC(=O)C2. Drug 2: CC1=CC2C(CCC3(C2CCC3(C(=O)C)OC(=O)C)C)C4(C1=CC(=O)CC4)C. Cell line: HCC-2998. Synergy scores: CSS=9.01, Synergy_ZIP=0.351, Synergy_Bliss=3.35, Synergy_Loewe=-0.0302, Synergy_HSA=0.562. (4) Drug 1: CN(C)C1=NC(=NC(=N1)N(C)C)N(C)C. Drug 2: C(CCl)NC(=O)N(CCCl)N=O. Cell line: IGROV1. Synergy scores: CSS=7.61, Synergy_ZIP=-2.39, Synergy_Bliss=-0.167, Synergy_Loewe=-5.11, Synergy_HSA=0.412.